From a dataset of M1 muscarinic receptor agonist screen with 61,833 compounds. Binary Classification. Given a drug SMILES string, predict its activity (active/inactive) in a high-throughput screening assay against a specified biological target. (1) The compound is s1\c(=C/c2ccc(OCCCC)cc2)c(=O)n2ncnc12. The result is 0 (inactive). (2) The compound is O1c2c(C(=O)c3c(OC1)cccc3)cccc2. The result is 0 (inactive).